Dataset: Catalyst prediction with 721,799 reactions and 888 catalyst types from USPTO. Task: Predict which catalyst facilitates the given reaction. Reactant: [F:1][C:2]1[CH:3]=[C:4]([CH:24]=[C:25]([N+:27]([O-:29])=[O:28])[CH:26]=1)[O:5][C@H:6]1[CH2:10][N:9]([C:11]([O:13][C:14]([CH3:17])([CH3:16])[CH3:15])=[O:12])[C@H:8]([CH2:18]OS(C)(=O)=O)[CH2:7]1.[CH3:30][NH2:31]. Product: [F:1][C:2]1[CH:3]=[C:4]([CH:24]=[C:25]([N+:27]([O-:29])=[O:28])[CH:26]=1)[O:5][C@H:6]1[CH2:10][N:9]([C:11]([O:13][C:14]([CH3:16])([CH3:17])[CH3:15])=[O:12])[C@H:8]([CH2:18][NH:31][CH3:30])[CH2:7]1. The catalyst class is: 49.